From a dataset of Reaction yield outcomes from USPTO patents with 853,638 reactions. Predict the reaction yield, written as a fraction of the theoretical maximum amount of product (1.0 means a 100% yield; for example, 0.34 means a 34% yield). (1) The reactants are Br[C:2]1[CH:3]=[C:4]2[C:9](=[CH:10][CH:11]=1)[N:8]=[CH:7][CH:6]=[CH:5]2.[CH3:12][S:13]([O-:15])=[O:14].[Na+].[Na+].N1CCC[C@H]1C([O-])=O. The catalyst is CS(C)=O.[Cu](I)I. The product is [CH3:12][S:13]([C:2]1[CH:3]=[C:4]2[C:9](=[CH:10][CH:11]=1)[N:8]=[CH:7][CH:6]=[CH:5]2)(=[O:15])=[O:14]. The yield is 0.650. (2) The reactants are [CH3:1][C:2]1[CH:7]=[CH:6][C:5]([CH3:8])=[CH:4][N+:3]=1[O-].C(OC(=O)C)(=[O:12])C. No catalyst specified. The product is [CH3:8][C:5]1[CH:6]=[CH:7][C:2]([CH2:1][OH:12])=[N:3][CH:4]=1. The yield is 0.800. (3) The reactants are [CH3:1][C:2]1[N:7]=[CH:6][C:5]([CH2:8][C:9]2[C:10](=[O:17])[N:11]=[C:12](SC)[NH:13][CH:14]=2)=[CH:4][CH:3]=1.[Cl:18][C:19]1[CH:34]=[CH:33][C:22]([O:23][C:24]2[CH:29]=[CH:28][C:27]([CH2:30][CH2:31][NH2:32])=[CH:26][CH:25]=2)=[CH:21][C:20]=1[C:35]([F:38])([F:37])[F:36]. The catalyst is C(O)C. The product is [Cl:18][C:19]1[CH:34]=[CH:33][C:22]([O:23][C:24]2[CH:29]=[CH:28][C:27]([CH2:30][CH2:31][NH:32][C:12]3[NH:13][CH:14]=[C:9]([CH2:8][C:5]4[CH:6]=[N:7][C:2]([CH3:1])=[CH:3][CH:4]=4)[C:10](=[O:17])[N:11]=3)=[CH:26][CH:25]=2)=[CH:21][C:20]=1[C:35]([F:36])([F:37])[F:38]. The yield is 0.465. (4) The reactants are [Br:1][C:2]1[CH:7]=[CH:6][C:5]([NH:8][C:9]2[C:10]([CH2:19][OH:20])=[CH:11][C:12]3[NH:16][CH:15]=[N:14][C:13]=3[C:17]=2[F:18])=[C:4]([Cl:21])[CH:3]=1. The catalyst is O1CCCC1.CC(C)=O.O=[Mn]=O. The product is [Br:1][C:2]1[CH:7]=[CH:6][C:5]([NH:8][C:9]2[C:10]([CH:19]=[O:20])=[CH:11][C:12]3[NH:16][CH:15]=[N:14][C:13]=3[C:17]=2[F:18])=[C:4]([Cl:21])[CH:3]=1. The yield is 0.850.